Dataset: Forward reaction prediction with 1.9M reactions from USPTO patents (1976-2016). Task: Predict the product of the given reaction. (1) The product is: [ClH:13].[NH2:1][C:2]1[O:6][N:5]=[C:4]([C:7]2[CH:12]=[CH:11][CH:10]=[CH:9][C:8]=2[Cl:13])[C:3]=1[C:14]([N:16]1[CH2:17][CH2:18][N:19]([C:22]2[CH:27]=[CH:26][CH:25]=[C:24]([O:28][CH3:29])[CH:23]=2)[CH2:20][CH2:21]1)=[O:15]. Given the reactants [NH2:1][C:2]1[O:6][N:5]=[C:4]([C:7]2[CH:12]=[CH:11][CH:10]=[CH:9][C:8]=2[Cl:13])[C:3]=1[C:14]([N:16]1[CH2:21][CH2:20][N:19]([C:22]2[CH:27]=[CH:26][CH:25]=[C:24]([O:28][CH3:29])[CH:23]=2)[CH2:18][CH2:17]1)=[O:15].C(O)C, predict the reaction product. (2) The product is: [NH2:39][C:36]1[N:37]=[CH:38][C:33]([C:3]2[N:4]=[C:5]([N:19]3[CH2:24][CH2:23][O:22][CH2:21][CH2:20]3)[C:6]3[S:11][C:10]([C:12]4([OH:18])[CH2:17][CH2:16][NH:15][CH2:14][CH2:13]4)=[CH:9][C:7]=3[N:8]=2)=[CH:34][N:35]=1. Given the reactants Cl.Cl[C:3]1[N:4]=[C:5]([N:19]2[CH2:24][CH2:23][O:22][CH2:21][CH2:20]2)[C:6]2[S:11][C:10]([C:12]3([OH:18])[CH2:17][CH2:16][NH:15][CH2:14][CH2:13]3)=[CH:9][C:7]=2[N:8]=1.CC1(C)C(C)(C)OB([C:33]2[CH:34]=[N:35][C:36]([NH2:39])=[N:37][CH:38]=2)O1, predict the reaction product. (3) Given the reactants Br[C:2]1[C:11]2[C:6](=[C:7]([Cl:12])[CH:8]=[CH:9][CH:10]=2)[N:5]=[CH:4][C:3]=1[CH3:13].[OH:14][C:15]1[CH:16]=[C:17](B(O)O)[CH:18]=[CH:19][CH:20]=1, predict the reaction product. The product is: [CH2:13]([C:3]1[CH:4]=[N:5][C:6]2[C:11]([C:2]=1[C:19]1[CH:20]=[C:15]([OH:14])[CH:16]=[CH:17][CH:18]=1)=[CH:10][CH:9]=[CH:8][C:7]=2[Cl:12])[C:6]1[CH:11]=[CH:10][CH:9]=[CH:8][CH:7]=1. (4) Given the reactants [C:1]1([CH3:11])[CH:6]=[C:5](C)[CH:4]=[C:3]([CH3:8])C=1[Mg]Br.Cl[C:13]1[CH:18]=CC=[CH:15][CH:14]=1.C(C(C(C([O-])=O)O)O)([O-])=O.[K+].[Na+], predict the reaction product. The product is: [CH3:18][CH2:13][CH2:14][CH2:15][CH2:11][CH2:1][CH2:6][CH2:5][CH2:4][CH2:3][CH3:8]. (5) Given the reactants [Si:1]([O:18][C@H:19]1[CH2:24][CH2:23][C@@:22]([CH:26]2[CH2:34][CH2:33][C:32]3([CH3:35])[CH:28]([CH2:29][CH2:30][C:31]3([C:37]3[S:38][CH:39]=[CH:40][N:41]=3)[OH:36])[CH:27]2[CH2:42][OH:43])([CH3:25])[C@@H:21]([CH2:44][OH:45])[CH2:20]1)([C:14]([CH3:17])([CH3:16])[CH3:15])([C:8]1[CH:13]=[CH:12][CH:11]=[CH:10][CH:9]=1)[C:2]1[CH:7]=[CH:6][CH:5]=[CH:4][CH:3]=1.[CH3:46][C:47](OC(C)=O)=[O:48], predict the reaction product. The product is: [C:47]([O:45][CH2:44][C@H:21]1[CH2:20][C@@H:19]([O:18][Si:1]([C:14]([CH3:17])([CH3:16])[CH3:15])([C:2]2[CH:7]=[CH:6][CH:5]=[CH:4][CH:3]=2)[C:8]2[CH:13]=[CH:12][CH:11]=[CH:10][CH:9]=2)[CH2:24][CH2:23][C@@:22]1([C@H:26]1[CH2:34][CH2:33][C@@:32]2([CH3:35])[C@@H:28]([CH2:29][CH2:30][C@@:31]2([OH:36])[C:37]2[S:38][CH:39]=[CH:40][N:41]=2)[C@@H:27]1[CH2:42][OH:43])[CH3:25])(=[O:48])[CH3:46]. (6) Given the reactants C(N(CC)CC)C.[C:8]([C:12]1[CH:13]=[C:14]([NH:30][S:31]([CH3:34])(=[O:33])=[O:32])[C:15]([O:28][CH3:29])=[C:16]([NH:18][C:19](=[O:27])OC2C=CC=CC=2)[CH:17]=1)([CH3:11])([CH3:10])[CH3:9].[NH2:35][C:36]1[C:45]2[C:40](=[CH:41][CH:42]=[CH:43][CH:44]=2)[C:39]([O:46][C:47]2[CH:52]=[CH:51][N:50]=[C:49]([NH:53][C:54]3[CH:59]=[CH:58][C:57]([P:60]([CH3:65])(=[O:64])[O:61][CH2:62][CH3:63])=[C:56]([N:66]([CH3:68])[CH3:67])[CH:55]=3)[CH:48]=2)=[CH:38][CH:37]=1, predict the reaction product. The product is: [C:8]([C:12]1[CH:13]=[C:14]([NH:30][S:31]([CH3:34])(=[O:32])=[O:33])[C:15]([O:28][CH3:29])=[C:16]([NH:18][C:19](=[O:27])[NH:35][C:36]2[C:45]3[C:40](=[CH:41][CH:42]=[CH:43][CH:44]=3)[C:39]([O:46][C:47]3[CH:52]=[CH:51][N:50]=[C:49]([NH:53][C:54]4[CH:59]=[CH:58][C:57]([P:60]([CH3:65])(=[O:64])[O:61][CH2:62][CH3:63])=[C:56]([N:66]([CH3:67])[CH3:68])[CH:55]=4)[CH:48]=3)=[CH:38][CH:37]=2)[CH:17]=1)([CH3:9])([CH3:10])[CH3:11]. (7) Given the reactants [C:1]([C:3]1[CH:4]=[CH:5][C:6]([N:14]2[CH2:19][CH2:18][CH2:17][C@H:16]([NH:20]C(=O)OCC3C=CC=CC=3)[CH2:15]2)=[C:7]2[C:11]=1[NH:10][C:9]([CH3:12])=[C:8]2[CH3:13])#[N:2].[OH:31]S(O)(=O)=O.[OH-].[K+], predict the reaction product. The product is: [NH2:20][C@H:16]1[CH2:17][CH2:18][CH2:19][N:14]([C:6]2[CH:5]=[CH:4][C:3]([C:1]([NH2:2])=[O:31])=[C:11]3[C:7]=2[C:8]([CH3:13])=[C:9]([CH3:12])[NH:10]3)[CH2:15]1.